This data is from Catalyst prediction with 721,799 reactions and 888 catalyst types from USPTO. The task is: Predict which catalyst facilitates the given reaction. (1) Product: [NH2:1][C:2]([O:4][CH:5]1[CH2:10][CH2:9][CH2:8][N:7]([C:11]2[N:12]=[C:13]3[CH:30]=[C:29]([CH2:31][CH2:32][C:33]4[S:34][CH:35]=[C:36]([CH:38]([CH3:39])[CH3:40])[N:37]=4)[C:28]([F:41])=[CH:27][N:14]3[C:15](=[O:26])[C:16]=2[CH:17]=[CH:18][C:19]([OH:21])=[O:20])[CH2:6]1)=[O:3]. The catalyst class is: 89. Reactant: [NH2:1][C:2]([O:4][CH:5]1[CH2:10][CH2:9][CH2:8][N:7]([C:11]2[N:12]=[C:13]3[CH:30]=[C:29]([CH2:31][CH2:32][C:33]4[S:34][CH:35]=[C:36]([CH:38]([CH3:40])[CH3:39])[N:37]=4)[C:28]([F:41])=[CH:27][N:14]3[C:15](=[O:26])[C:16]=2/[CH:17]=[CH:18]/[C:19]([O:21]C(C)(C)C)=[O:20])[CH2:6]1)=[O:3]. (2) Reactant: [CH3:1][C:2]1([CH3:9])[O:6][C@H:5]([CH2:7][OH:8])[CH2:4][O:3]1.[H-].[Na+].Cl[C:13]1[N:18]=[C:17]([C:19]([OH:21])=[O:20])[CH:16]=[N:15][CH:14]=1.Cl. Product: [CH3:1][C:2]1([CH3:9])[O:6][C@H:5]([CH2:7][O:8][C:13]2[N:18]=[C:17]([C:19]([OH:21])=[O:20])[CH:16]=[N:15][CH:14]=2)[CH2:4][O:3]1. The catalyst class is: 220. (3) Reactant: [Cl:1][S:2]([OH:5])(=O)=[O:3].[O:6]([CH2:13][C:14]([O:16][CH2:17][CH3:18])=[O:15])[C:7]1[CH:12]=[CH:11][CH:10]=[CH:9][CH:8]=1. Product: [Cl:1][S:2]([C:10]1[CH:11]=[CH:12][C:7]([O:6][CH2:13][C:14]([O:16][CH2:17][CH3:18])=[O:15])=[CH:8][CH:9]=1)(=[O:5])=[O:3]. The catalyst class is: 22. (4) Reactant: Br[C:2]1[CH:7]=[CH:6][C:5]([F:8])=[CH:4][C:3]=1[CH3:9].CN([CH:13]=[O:14])C. Product: [F:8][C:5]1[CH:6]=[CH:7][C:2]([CH:13]=[O:14])=[C:3]([CH3:9])[CH:4]=1. The catalyst class is: 1. (5) Reactant: [F:1][C:2]1[C:3]([O:9][CH3:10])=[C:4]([CH:6]=[CH:7][CH:8]=1)[NH2:5].[Br:11]Br. The catalyst class is: 15. Product: [Br:11][C:8]1[CH:7]=[CH:6][C:4]([NH2:5])=[C:3]([O:9][CH3:10])[C:2]=1[F:1]. (6) Reactant: C(OC([N:8]1[CH2:13][CH2:12][CH:11]([CH2:14][N:15]2[C:23]3[N:18]4[C:19](=[N:24][C:25]([CH3:26])=[C:17]4[C:16]2=[O:27])[CH:20]=[CH:21][CH:22]=3)[CH2:10][CH2:9]1)=O)(C)(C)C.Cl. Product: [NH:8]1[CH2:13][CH2:12][CH:11]([CH2:14][N:15]2[C:23]3[N:18]4[C:19](=[N:24][C:25]([CH3:26])=[C:17]4[C:16]2=[O:27])[CH:20]=[CH:21][CH:22]=3)[CH2:10][CH2:9]1. The catalyst class is: 5. (7) Reactant: [CH2:1]([C@H:3]1[N:8]([CH2:9][C:10]([F:13])([F:12])[F:11])[C:7]2[CH:14]=[CH:15][C:16]([NH:18][C:19](=[O:24])[C:20]([CH3:23])([CH3:22])[CH3:21])=[CH:17][C:6]=2[O:5][CH2:4]1)[CH3:2].[Li]CCCC.[F:30][C:31]([F:38])([F:37])[C:32](OCC)=[O:33].[Cl-].[NH4+]. Product: [CH2:1]([C@H:3]1[N:8]([CH2:9][C:10]([F:13])([F:11])[F:12])[C:7]2[CH:14]=[CH:15][C:16]([NH:18][C:19](=[O:24])[C:20]([CH3:23])([CH3:22])[CH3:21])=[C:17]([C:32](=[O:33])[C:31]([F:38])([F:37])[F:30])[C:6]=2[O:5][CH2:4]1)[CH3:2]. The catalyst class is: 28. (8) Reactant: [OH:1][C:2]1[CH:7]=[CH:6][C:5]([S:8]([N:11]([CH2:22][CH:23]([CH3:25])[CH3:24])[C:12]2[N:17]=[C:16]([C:18]([F:21])([F:20])[F:19])[CH:15]=[CH:14][N:13]=2)(=[O:10])=[O:9])=[CH:4][CH:3]=1.[F-].[K+].Cl[CH2:29][C:30]1[C:31]([CH3:36])=[N:32][O:33][C:34]=1[CH3:35]. Product: [CH3:36][C:31]1[C:30]([CH2:29][O:1][C:2]2[CH:7]=[CH:6][C:5]([S:8]([N:11]([CH2:22][CH:23]([CH3:25])[CH3:24])[C:12]3[N:17]=[C:16]([C:18]([F:21])([F:20])[F:19])[CH:15]=[CH:14][N:13]=3)(=[O:9])=[O:10])=[CH:4][CH:3]=2)=[C:34]([CH3:35])[O:33][N:32]=1. The catalyst class is: 10. (9) Reactant: FC(F)(F)C(O)=O.C([O:12][C:13]([C@@:15]12[CH2:22][C:21](=[CH2:23])[CH2:20][C@@H:19]1[C:18](=[O:24])[N:17]([C@@H:25]([C:27]1[CH:32]=[CH:31][CH:30]=[CH:29][CH:28]=1)[CH3:26])[CH2:16]2)=[O:14])(C)(C)C. Product: [CH2:23]=[C:21]1[CH2:22][C@:15]2([C:13]([OH:14])=[O:12])[C@@H:19]([C:18](=[O:24])[N:17]([C@@H:25]([C:27]3[CH:32]=[CH:31][CH:30]=[CH:29][CH:28]=3)[CH3:26])[CH2:16]2)[CH2:20]1. The catalyst class is: 4.